Dataset: Peptide-MHC class I binding affinity with 185,985 pairs from IEDB/IMGT. Task: Regression. Given a peptide amino acid sequence and an MHC pseudo amino acid sequence, predict their binding affinity value. This is MHC class I binding data. The peptide sequence is NTHIYLGSA. The MHC is HLA-A02:01 with pseudo-sequence HLA-A02:01. The binding affinity (normalized) is 0.0235.